From a dataset of Catalyst prediction with 721,799 reactions and 888 catalyst types from USPTO. Predict which catalyst facilitates the given reaction. (1) Reactant: [Br:1][C:2]1[CH:3]=[C:4]([CH:8]=[C:9]([F:11])[CH:10]=1)[C:5](O)=[O:6]. Product: [Br:1][C:2]1[CH:3]=[C:4]([CH2:5][OH:6])[CH:8]=[C:9]([F:11])[CH:10]=1. The catalyst class is: 1. (2) Reactant: Br[C:2]1[N:10]2[C:5]([CH:6]=[N:7][C:8]([S:11][CH3:12])=[N:9]2)=[CH:4][CH:3]=1.[N+:13]([C:16]1[CH:21]=[C:20]([CH3:22])[CH:19]=[CH:18][C:17]=1B(O)O)([O-:15])=[O:14].C(=O)([O-])[O-].[Na+].[Na+].O. Product: [CH3:22][C:20]1[CH:19]=[CH:18][C:17]([C:2]2[N:10]3[C:5]([CH:6]=[N:7][C:8]([S:11][CH3:12])=[N:9]3)=[CH:4][CH:3]=2)=[C:16]([N+:13]([O-:15])=[O:14])[CH:21]=1. The catalyst class is: 77. (3) Reactant: Cl[CH2:2][C:3]([NH:5][C:6]1[CH:11]=[CH:10][CH:9]=[C:8]([F:12])[CH:7]=1)=[O:4].[N+:13]([C:16]1[C:17]([C:21]([NH2:23])=[O:22])=[N:18][NH:19][CH:20]=1)([O-:15])=[O:14].C(=O)([O-])[O-].[K+].[K+]. Product: [F:12][C:8]1[CH:7]=[C:6]([NH:5][C:3](=[O:4])[CH2:2][N:19]2[CH:20]=[C:16]([N+:13]([O-:15])=[O:14])[C:17]([C:21]([NH2:23])=[O:22])=[N:18]2)[CH:11]=[CH:10][CH:9]=1. The catalyst class is: 9. (4) Reactant: [Cl:1][C:2]1[CH:3]=[C:4]2C(=C[C:11]=1[OH:12])OC(=O)[CH:6]=[C:5]2[C:14]([F:17])([F:16])[F:15].[CH3:18][Mg]Cl.O.[CH2:22]1[CH2:26][O:25][CH2:24][CH2:23]1. Product: [Cl:1][C:2]1[CH:3]=[C:4]2[C:26](=[CH:22][C:11]=1[OH:12])[O:25][C:24]([CH3:23])([CH3:18])[CH:6]=[C:5]2[C:14]([F:15])([F:16])[F:17]. The catalyst class is: 626. (5) Reactant: [Br:1][C:2]1[C:3](Cl)=[N:4][C:5]([CH3:9])=[CH:6][C:7]=1[CH3:8].[CH3:11][O-:12].[Na+].O. Product: [Br:1][C:2]1[C:3]([O:12][CH3:11])=[N:4][C:5]([CH3:9])=[CH:6][C:7]=1[CH3:8]. The catalyst class is: 3. (6) Product: [NH2:20][C:18]1[N:17]=[CH:16][N:15]=[C:14]2[N:13]([C@@H:21]3[CH2:26][CH2:25][CH2:24][N:23]([C:66](=[O:67])[CH2:65][C:63]#[N:64])[CH2:22]3)[N:12]=[C:11]([C:8]3[CH:7]=[CH:6][C:5]([O:4][C:3]4[CH:27]=[C:28]([F:31])[CH:29]=[CH:30][C:2]=4[F:1])=[CH:10][CH:9]=3)[C:19]=12. The catalyst class is: 4. Reactant: [F:1][C:2]1[CH:30]=[CH:29][C:28]([F:31])=[CH:27][C:3]=1[O:4][C:5]1[CH:10]=[CH:9][C:8]([C:11]2[C:19]3[C:14](=[N:15][CH:16]=[N:17][C:18]=3[NH2:20])[N:13]([C@@H:21]3[CH2:26][CH2:25][CH2:24][NH:23][CH2:22]3)[N:12]=2)=[CH:7][CH:6]=1.CN(C(ON1N=NC2C=CC=NC1=2)=[N+](C)C)C.F[P-](F)(F)(F)(F)F.C(N(CC)CC)C.[C:63]([CH2:65][C:66](O)=[O:67])#[N:64]. (7) Reactant: Cl[C:2](N(C)C)=C(C)C.[F:9][C:10]1[CH:29]=[CH:28][C:13]([CH2:14][O:15][CH2:16][C:17]([NH:19][CH2:20][CH2:21][CH2:22][CH2:23][CH2:24][C:25]([OH:27])=O)=[O:18])=[CH:12][CH:11]=1.COC1C=C(C=CC=1OC)CCNC1C=CC=CC=1NC(=O)CCCCCNC(=O)COCC1C=CC(F)=CC=1.[N+](=C)=[N-].[BrH:73].C(O)(=O)C. Product: [Br:73][CH2:2][C:25](=[O:27])[CH2:24][CH2:23][CH2:22][CH2:21][CH2:20][NH:19][C:17](=[O:18])[CH2:16][O:15][CH2:14][C:13]1[CH:12]=[CH:11][C:10]([F:9])=[CH:29][CH:28]=1. The catalyst class is: 343. (8) Reactant: [Cl:1][C:2]1[CH:7]=[CH:6][C:5]([C:8]2[S:16][C:15]3[C:14](=[O:17])[N:13]([C:18]4[CH:23]=[CH:22][C:21]([O:24][CH2:25][CH2:26][NH:27][CH2:28][C:29]5[CH:34]=[CH:33][C:32]([CH:35]([CH3:37])[CH3:36])=[CH:31][CH:30]=5)=[C:20]([O:38][CH3:39])[CH:19]=4)[CH:12]=[N:11][C:10]=3[CH:9]=2)=[CH:4][CH:3]=1.[CH2:40]=O. Product: [Cl:1][C:2]1[CH:7]=[CH:6][C:5]([C:8]2[S:16][C:15]3[C:14](=[O:17])[N:13]([C:18]4[CH:23]=[CH:22][C:21]([O:24][CH2:25][CH2:26][N:27]([CH2:28][C:29]5[CH:30]=[CH:31][C:32]([CH:35]([CH3:37])[CH3:36])=[CH:33][CH:34]=5)[CH3:40])=[C:20]([O:38][CH3:39])[CH:19]=4)[CH:12]=[N:11][C:10]=3[CH:9]=2)=[CH:4][CH:3]=1. The catalyst class is: 106. (9) Reactant: CN(C)C=O.[N+:6]([C:9]1[N:10]=[C:11](SC2C=CC=CC=2[N+]([O-])=O)[N:12]([CH2:14][C@:15]([OH:40])([CH3:39])[CH2:16][N:17]2[CH2:22][CH2:21][N:20]([C:23]([O:25][CH2:26][CH:27]=[CH:28][C:29]3[CH:34]=[CH:33][C:32]([C:35]([F:38])([F:37])[F:36])=[CH:31][CH:30]=3)=[O:24])[CH2:19][CH2:18]2)[CH:13]=1)([O-:8])=[O:7].CC(C)([O-])C.[Na+].O. Product: [CH3:39][C@@:15]1([CH2:16][N:17]2[CH2:18][CH2:19][N:20]([C:23]([O:25][CH2:26][CH:27]=[CH:28][C:29]3[CH:34]=[CH:33][C:32]([C:35]([F:36])([F:38])[F:37])=[CH:31][CH:30]=3)=[O:24])[CH2:21][CH2:22]2)[O:40][C:11]2=[N:10][C:9]([N+:6]([O-:8])=[O:7])=[CH:13][N:12]2[CH2:14]1. The catalyst class is: 13.